This data is from Catalyst prediction with 721,799 reactions and 888 catalyst types from USPTO. The task is: Predict which catalyst facilitates the given reaction. (1) Reactant: Br.[CH3:2][C:3]1([CH3:26])[CH2:12][CH2:11][C:10]([CH3:14])([CH3:13])[C:9]2[CH:8]=[C:7]([C:15]3[N:16]=[C:17]([CH:20]4[CH2:25][CH2:24][NH:23][CH2:22][CH2:21]4)[S:18][CH:19]=3)[CH:6]=[CH:5][C:4]1=2.[N:27]1[CH:32]=[CH:31][C:30]([CH2:33][C:34](O)=[O:35])=[CH:29][CH:28]=1.CN1CCOCC1.CCN=C=NCCCN(C)C.Cl.C1C=CC2N(O)N=NC=2C=1.[Cl-].[NH4+]. Product: [N:27]1[CH:32]=[CH:31][C:30]([CH2:33][C:34]([N:23]2[CH2:24][CH2:25][CH:20]([C:17]3[S:18][CH:19]=[C:15]([C:7]4[CH:6]=[CH:5][C:4]5[C:3]([CH3:26])([CH3:2])[CH2:12][CH2:11][C:10]([CH3:13])([CH3:14])[C:9]=5[CH:8]=4)[N:16]=3)[CH2:21][CH2:22]2)=[O:35])=[CH:29][CH:28]=1. The catalyst class is: 1. (2) Reactant: C([O:3][C:4]([CH:6]1[C:11]2[N:12]=[C:13]([NH:15][C:16]([NH2:18])=[NH:17])[S:14][C:10]=2[CH2:9][CH2:8][CH2:7]1)=[O:5])C.[OH-].[Na+].Cl. Product: [NH:15]([C:13]1[S:14][C:10]2[CH2:9][CH2:8][CH2:7][CH:6]([C:4]([OH:5])=[O:3])[C:11]=2[N:12]=1)[C:16]([NH2:18])=[NH:17]. The catalyst class is: 24. (3) Reactant: [Br:1][C:2]1[CH:9]=[C:6]([CH:7]=[O:8])[C:5]([OH:10])=[CH:4][CH:3]=1.[I-:11].[K+].CC1C=CC(S(NCl)(=O)=O)=CC=1. Product: [I:11][C:4]1[CH:3]=[C:2]([Br:1])[CH:9]=[C:6]([CH:7]=[O:8])[C:5]=1[OH:10]. The catalyst class is: 47.